Task: Binary Classification. Given a miRNA mature sequence and a target amino acid sequence, predict their likelihood of interaction.. Dataset: Experimentally validated miRNA-target interactions with 360,000+ pairs, plus equal number of negative samples (1) The miRNA is hsa-miR-4746-5p with sequence CCGGUCCCAGGAGAACCUGCAGA. The protein sequence of the target gene is MPEFVVTALLAPSRLSLKLLRALVMSLVYLAALVAAFVYSCIALTHVMCRPRRGCCGRQRLSPPECLRDPTLGEHCFLTLRVSVPPVKSSGLRLHYVSAGHGNGPLMLFLHGFPENWFSWRYQLREFQSHFHVVAVDMRGYSPSDAPKEVDCYTIDLLLDDIKDTILGLGYSKCILVSHDWGASLAWEFSIYYPSLVERMVVANGPPMSVIQEYSIHHIGQIFRSNYMFLFQLPWLPEKLLSMSDFQILKDTFTHRKNGIPGLTPSELEAFLYHFSQPGCLTGPINYYRNVFRNFPLEPK.... Result: 0 (no interaction). (2) The miRNA is hsa-miR-20a-5p with sequence UAAAGUGCUUAUAGUGCAGGUAG. The protein sequence of the target gene is MSLRSHLSRLLRTQVHSVRKKSVHSVAVIGAPFSQGQKRKGVEYGPAAVRXAGLMKRLSDLGCHLKDFGDLNFTPVPKDDLYNNLIVNPRSVGLANQELAEVVSRAVSGGYSCVTVGGDHSLAIGTISGHARHCPDLGVIWVDAHADINTPLTTSSGNLHGQPVSFLLRELQDKVPQLPGFSWIKPCISSPSIVYIGLRDVDPPEHFILKNYDIQYFSMRDIDRLGIQKVMEQTFDLLIGKRQRPIHLSFDIDAFDPTLAPATGTPVVGGLTYREGIYITEEIHSTGLLSALDLVEVNPR.... Result: 0 (no interaction). (3) The protein sequence of the target gene is MERRSESPCLRDSPDRRSGSPDVKGPPPVKVARLEQNGSPMGARGRPNGAVAKAVGGLMIPVFCVVEQLDGSLEYDNREEHAEFVLVRKDVLFSQLVETALLALGYSHSSAAQAQGIIKLGRWNPLPLSYVTDAPDATVADMLQDVYHVVTLKIQLQSCSKLEDLPAEQWNHATVRNALKELLKEMNQSTLAKECPLSQSMISSIVNSTYYANVSATKCQEFGRWYKKYKKIKVERVERENLSDYCVLGQRPMHLPNMNQLASLGKTNEQSPHSQIHHSTPIRNQVPALQPIMSPGLLSP.... Result: 1 (interaction). The miRNA is hsa-miR-519c-3p with sequence AAAGUGCAUCUUUUUAGAGGAU. (4) The miRNA is hsa-miR-6739-3p with sequence AUUGUUCUGUCUUUCUCCCAG. The protein sequence of the target gene is MASPHQEPKPGDLIEIFRLGYEHWALYIGDGYVIHLAPPSEYPGAGSSSVFSVLSNSAEVKRERLEDVVGGCCYRVNNSLDHEYQPRPVEVIISSAKEMVGQKMKYSIVSRNCEHFVTQLRYGKSRCKQVEKAKVEVGVATALGILVVAGCSFAIRRYQKKATA. Result: 0 (no interaction). (5) The miRNA is ath-miR173-5p with sequence UUCGCUUGCAGAGAGAAAUCAC. The protein sequence of the target gene is MGETEGKKDEADYKRLQTFPLVRHSDMPEEMRVETMELCVTACEKFSNNNESAAKMIKETMDKKFGSSWHVVIGEGFGFEITHEVKNLLYLYFGGTLAVCVWKCS. Result: 0 (no interaction). (6) The miRNA is mmu-miR-466d-5p with sequence UGUGUGUGCGUACAUGUACAUG. The protein sequence of the target gene is MERLPHGRRDRSGGCRPHLAPGRAAAPASAARSVSSGIPVSATFLRPPGLFLRSTASSGRAGCAPGPGLDRALGAVGCGYPRTPKCARCRNHGVVSALKGHKRFCRWRDCACAKCTLIAERQRVMAAQVALRRQQAQEESEARGLHRLLYQGSSGSGAQASGGSGRTESPQVLNNPMAVAVLGAGASRHPGSRSVPTFEVFQQDYADRKQEPKQRNCESCQSRQEEPVSNTHHHSLGSSKGNVTVEKQGFMSSIPEHPDKSTIILSPCPTDQSGGEDSPRSFSSSDLESGNESEWARDYI.... Result: 1 (interaction).